Dataset: Forward reaction prediction with 1.9M reactions from USPTO patents (1976-2016). Task: Predict the product of the given reaction. (1) Given the reactants [F:1][C:2]1[C:3]([O:46][CH3:47])=[C:4]([C:9]2[C:17]3[C:12](=[N:13][CH:14]=[C:15]([C:18]4[CH:19]=[C:20](/[CH:25]=[C:26](\[CH3:35])/[C:27]([NH:29][C:30]([CH3:34])([CH3:33])[CH2:31][OH:32])=[O:28])[CH:21]=[CH:22][C:23]=4[F:24])[CH:16]=3)[N:11](S(C3C=CC(C)=CC=3)(=O)=O)[CH:10]=2)[CH:5]=[C:6]([F:8])[CH:7]=1.O.C(=O)([O-])[O-].[K+].[K+], predict the reaction product. The product is: [F:1][C:2]1[C:3]([O:46][CH3:47])=[C:4]([C:9]2[C:17]3[C:12](=[N:13][CH:14]=[C:15]([C:18]4[CH:19]=[C:20](/[CH:25]=[C:26](\[CH3:35])/[C:27]([NH:29][C:30]([CH3:33])([CH3:34])[CH2:31][OH:32])=[O:28])[CH:21]=[CH:22][C:23]=4[F:24])[CH:16]=3)[NH:11][CH:10]=2)[CH:5]=[C:6]([F:8])[CH:7]=1. (2) The product is: [Cl:20][C:21]1[CH:26]=[C:25]([O:27][CH3:28])[CH:24]=[CH:23][C:22]=1[O:29][C:2]1[C:7]([C:8]([O:10][CH3:11])=[O:9])=[CH:6][N:5]=[C:4]([C:12]2[CH:17]=[CH:16][C:15]([CH3:18])=[C:14]([F:19])[CH:13]=2)[CH:3]=1. Given the reactants Cl[C:2]1[C:7]([C:8]([O:10][CH3:11])=[O:9])=[CH:6][N:5]=[C:4]([C:12]2[CH:17]=[CH:16][C:15]([CH3:18])=[C:14]([F:19])[CH:13]=2)[CH:3]=1.[Cl:20][C:21]1[CH:26]=[C:25]([O:27][CH3:28])[CH:24]=[CH:23][C:22]=1[OH:29], predict the reaction product. (3) Given the reactants [CH3:1][C:2]1[CH:7]=[CH:6][C:5]([C:8]2[CH:13]=[CH:12][C:11]([C:14](=O)[CH2:15][CH2:16][C:17]([OH:19])=[O:18])=[CH:10][CH:9]=2)=[CH:4][CH:3]=1.Cl.[NH2:22][OH:23].C(=O)([O-])[O-].[Na+].[Na+], predict the reaction product. The product is: [OH:23][N:22]=[C:14]([C:11]1[CH:12]=[CH:13][C:8]([C:5]2[CH:6]=[CH:7][C:2]([CH3:1])=[CH:3][CH:4]=2)=[CH:9][CH:10]=1)[CH2:15][CH2:16][C:17]([OH:19])=[O:18]. (4) Given the reactants F[C:2]1[C:7]([CH:8]2[CH2:12][CH2:11][C:10]([CH3:14])([OH:13])[CH2:9]2)=[CH:6][CH:5]=[CH:4][N:3]=1.[NH:15]1[C:19]2[CH:20]=[CH:21][CH:22]=[CH:23][C:18]=2[N:17]=[C:16]1[C:24]([C:26]1[CH:31]=[CH:30][C:29]([OH:32])=[CH:28][CH:27]=1)=[O:25].C(=O)([O-])[O-].[Cs+].[Cs+], predict the reaction product. The product is: [NH:15]1[C:19]2[CH:20]=[CH:21][CH:22]=[CH:23][C:18]=2[N:17]=[C:16]1[C:24]([C:26]1[CH:31]=[CH:30][C:29]([O:32][C:2]2[C:7]([C@H:8]3[CH2:12][CH2:11][C@:10]([OH:13])([CH3:14])[CH2:9]3)=[CH:6][CH:5]=[CH:4][N:3]=2)=[CH:28][CH:27]=1)=[O:25]. (5) Given the reactants [CH2:1]([NH:8][NH2:9])C1C=CC=CC=1.C(N(CC)CC)C.[F:17][C:18]1[C:23]([F:24])=[CH:22][CH:21]=[C:20]([F:25])[C:19]=1[CH2:26][C:27](Cl)=[O:28].[Cl-].[NH4+], predict the reaction product. The product is: [CH3:1][N:8]([C:27](=[O:28])[CH2:26][C:19]1[C:20]([F:25])=[CH:21][CH:22]=[C:23]([F:24])[C:18]=1[F:17])[NH2:9].